From a dataset of Full USPTO retrosynthesis dataset with 1.9M reactions from patents (1976-2016). Predict the reactants needed to synthesize the given product. The reactants are: [C:1]([O:5][C:6]([N:8]1[C@@H:13]([CH2:14][OH:15])[CH2:12][O:11][C@@H:10]([CH2:16][CH2:17][CH:18]2[CH2:23][CH2:22][CH2:21][CH2:20][CH2:19]2)[CH2:9]1)=[O:7])([CH3:4])([CH3:3])[CH3:2].C(N(CC)CC)C.O. Given the product [C:1]([O:5][C:6]([N:8]1[C@@H:13]([CH:14]=[O:15])[CH2:12][O:11][C@@H:10]([CH2:16][CH2:17][CH:18]2[CH2:19][CH2:20][CH2:21][CH2:22][CH2:23]2)[CH2:9]1)=[O:7])([CH3:4])([CH3:2])[CH3:3], predict the reactants needed to synthesize it.